Dataset: Catalyst prediction with 721,799 reactions and 888 catalyst types from USPTO. Task: Predict which catalyst facilitates the given reaction. Reactant: [N:1]1[C:6]([C:7](OC)=[O:8])=[CH:5][CH:4]=[CH:3][C:2]=1[C:11]([O:13][CH3:14])=[O:12].CO.[BH4-].[Na+]. Product: [OH:8][CH2:7][C:6]1[N:1]=[C:2]([C:11]([O:13][CH3:14])=[O:12])[CH:3]=[CH:4][CH:5]=1. The catalyst class is: 4.